This data is from Full USPTO retrosynthesis dataset with 1.9M reactions from patents (1976-2016). The task is: Predict the reactants needed to synthesize the given product. (1) Given the product [Cl:19][C:14]1[C:13]2[C:4](=[C:5]3[C:10](=[CH:11][CH:12]=2)[CH:9]=[CH:8][CH:7]=[N:6]3)[N:3]=[C:2]([CH3:1])[CH:15]=1, predict the reactants needed to synthesize it. The reactants are: [CH3:1][C:2]1[CH:15]=[C:14](O)[C:13]2[C:4](=[C:5]3[C:10](=[CH:11][CH:12]=2)[CH:9]=[CH:8][CH:7]=[N:6]3)[N:3]=1.P(Cl)(Cl)([Cl:19])=O.C(Cl)Cl.C([O-])(O)=O.[Na+]. (2) Given the product [Br:17][CH2:18][C:19]([NH:4][C:3]1[CH:5]=[CH:6][CH:7]=[C:8]([N+:9]([O-:11])=[O:10])[C:2]=1[CH3:1])=[O:20], predict the reactants needed to synthesize it. The reactants are: [CH3:1][C:2]1[C:8]([N+:9]([O-:11])=[O:10])=[CH:7][CH:6]=[CH:5][C:3]=1[NH2:4].C([O-])(O)=O.[Na+].[Br:17][CH2:18][C:19](Br)=[O:20]. (3) Given the product [N:10]1[CH:9]=[N:8][N:6]2[CH:7]=[C:2]([CH:19]=[O:20])[CH:3]=[CH:4][C:5]=12, predict the reactants needed to synthesize it. The reactants are: I[C:2]1[CH:3]=[CH:4][C:5]2[N:6]([N:8]=[CH:9][N:10]=2)[CH:7]=1.C([Mg]Br)(C)C.CN([CH:19]=[O:20])C. (4) The reactants are: [C:1]([O:4][CH2:5]/[CH:6]=[C:7](\[CH3:16])/[CH2:8]OC1CCCCO1)(=[O:3])[CH3:2].C(Br)(Br)(Br)[Br:18].C1(P(C2C=CC=CC=2)C2C=CC=CC=2)C=CC=CC=1. Given the product [C:1]([O:4][CH2:5]/[CH:6]=[C:7](\[CH3:16])/[CH2:8][Br:18])(=[O:3])[CH3:2], predict the reactants needed to synthesize it. (5) Given the product [CH2:1]([O:8][C:9](=[O:34])[C@H:10]([NH:26][C:27]([O:29][C:30]([CH3:33])([CH3:32])[CH3:31])=[O:28])[CH2:11][C:12]1[C:20]2[C:15](=[CH:16][CH:17]=[CH:18][CH:19]=2)[N:14]([CH2:21][CH2:22][CH3:23])[CH:13]=1)[C:2]1[CH:7]=[CH:6][CH:5]=[CH:4][CH:3]=1, predict the reactants needed to synthesize it. The reactants are: [CH2:1]([O:8][C:9](=[O:34])[C@H:10]([NH:26][C:27]([O:29][C:30]([CH3:33])([CH3:32])[CH3:31])=[O:28])[CH2:11][C:12]1[C:20]2[C:15](=[CH:16][CH:17]=[CH:18][CH:19]=2)[N:14]([CH2:21][CH2:22][CH2:23]CC)[CH:13]=1)[C:2]1[CH:7]=[CH:6][CH:5]=[CH:4][CH:3]=1.ICCC.C(=O)([O-])[O-].[Cs+].[Cs+].